Regression/Classification. Given a drug SMILES string, predict its absorption, distribution, metabolism, or excretion properties. Task type varies by dataset: regression for continuous measurements (e.g., permeability, clearance, half-life) or binary classification for categorical outcomes (e.g., BBB penetration, CYP inhibition). For this dataset (vdss_lombardo), we predict log10(VDss) (log10 of volume of distribution in L/kg). From a dataset of Volume of distribution at steady state (VDss) regression data from Lombardo et al.. (1) The drug is COC(=O)C(c1ccccc1)C1CCCC[NH2+]1. The log10(VDss) is 0.340. (2) The molecule is CC(C)C1NC(=O)C(CCCC[NH3+])NC(=O)C(Cc2c[nH]c3ccccc23)NC(=O)C(Cc2ccc(O)cc2)NC(=O)C(NC(=O)C(N)Cc2ccc3ccccc3c2)CSSCC(C(=O)NC(C(N)=O)C(C)O)NC1=O. The log10(VDss) is -0.700. (3) The compound is CCCCNC(=O)[N-]S(=O)(=O)c1ccc(C)cc1. The log10(VDss) is -0.920. (4) The molecule is CCOC(=O)c1ccc(C#Cc2ccc3c(c2)C(C)(C)CCS3)nc1. The log10(VDss) is 0.550. (5) The compound is CC(/C=C/C(C)C(C)(C)O)C1CCC2/C(=C/C=C3CC(O)CC(O)C3)CCCC21C. The log10(VDss) is -0.390. (6) The molecule is COc1cc(NCc2ccc3nc(N)nc(N)c3c2C)cc(OC)c1OC. The log10(VDss) is -0.110.